Dataset: Full USPTO retrosynthesis dataset with 1.9M reactions from patents (1976-2016). Task: Predict the reactants needed to synthesize the given product. Given the product [Si:1]([O:8][CH:9]1[CH2:10][C:11](=[O:12])[O:13][C@H:14](/[C:15](/[CH3:28])=[CH:16]/[CH2:17][O:18][CH2:59][C:57]2[CH:58]=[CH:53][C:54]([O:64][CH3:65])=[CH:55][CH:56]=2)[C@@H:29]([CH3:32])[CH:30]=[CH:40][C@@H:39]2[O:38][C@H:37]([C:42]3[CH:43]=[CH:44][CH:45]=[CH:46][CH:47]=3)[O:36][C@:35]2([CH3:48])[CH2:34][CH2:33]1)([C:4]([CH3:7])([CH3:5])[CH3:6])([CH3:2])[CH3:3], predict the reactants needed to synthesize it. The reactants are: [Si:1]([O:8][CH:9]([CH2:33][CH2:34][C@:35]1([CH3:48])[C@H:39]([CH:40]=C)[O:38][C@H:37]([C:42]2[CH:47]=[CH:46][CH:45]=[CH:44][CH:43]=2)[O:36]1)[CH2:10][C:11]([O:13][C@@H:14]([C@@H:29]([CH3:32])[CH:30]=C)/[C:15](/[CH3:28])=[CH:16]/[CH2:17][O:18]CC1C=CC(OC)=CC=1)=[O:12])([C:4]([CH3:7])([CH3:6])[CH3:5])([CH3:3])[CH3:2].C([C:53]1[CH:58]=[C:57]([CH3:59])[CH:56]=[C:55](C(C)(C)C)[C:54]=1[OH:64])(C)(C)C.[C:65]1(C)C=CC=CC=1.